This data is from Experimentally validated miRNA-target interactions with 360,000+ pairs, plus equal number of negative samples. The task is: Binary Classification. Given a miRNA mature sequence and a target amino acid sequence, predict their likelihood of interaction. (1) The miRNA is hsa-miR-3689a-5p with sequence UGUGAUAUCAUGGUUCCUGGGA. The protein sequence of the target gene is MSKLWRRGSTSGAMEAPEPGEALELSLAGAHGHGVHKKKHKKHKKKHKKKHHQEEDAGPTQPSPAKPQLKLKIKLGGQVLGTKSVPTFTVIPEGPRSPSPLMVVDNEEEPMEGVPLEQYRAWLDEDSNLSPSPLRDLSGGLGGQEEEEEQRWLDALEKGELDDNGDLKKEINERLLTARQRALLQKARSQPSPMLPLPVAEGCPPPALTEEMLLKREERARKRRLQAARRAEEHKNQTIERLTKTAATSGRGGRGGARGERRGGRAAAPAPMVRYCSGAQGSTLSFPPGVPAPTAVSQRP.... Result: 0 (no interaction). (2) The miRNA is hsa-miR-4749-5p with sequence UGCGGGGACAGGCCAGGGCAUC. Result: 0 (no interaction). The protein sequence of the target gene is MVSIRDFTMPKKFVQMLVFNLTLTEVVLSGNVLIWPTDGSHWLNIKIILEELIQRNHNVTVLASSATLFINSNPDSPVNFEVIPVSYKKSNIDSLIEHMIMLWIDHRPTPLTIWAFYKELGKLLDTFFQINIQLCDGVLKNPKLMARLQKGGFDVLVADPVTICGDLVALKLGIPFMYTLRFSPASTVERHCGKIPAPVSYVPAALSELTDQMTFGERIKNTISYSLQDYIFQSYWGEWNSYYSKILGRPTTLCETMGKAEIWLIRTYWDFEFPRPYLPNFEFVGGLHCKPAKPLPKEME....